From a dataset of Forward reaction prediction with 1.9M reactions from USPTO patents (1976-2016). Predict the product of the given reaction. (1) Given the reactants [Br:1][C:2]1[CH:3]=[C:4]2[C:8](=[CH:9][CH:10]=1)[N:7]([S:11]([C:14]1[CH:19]=[CH:18][CH:17]=[CH:16][CH:15]=1)(=[O:13])=[O:12])[C:6]([C:20]([O:22][CH2:23][CH3:24])=[O:21])=[C:5]2[S:25](Cl)(=[O:27])=[O:26].C(N(CC)CC)C.[NH:36]1[CH2:41][CH2:40][O:39][CH2:38][CH2:37]1.C([O-])(O)=O.[Na+], predict the reaction product. The product is: [Br:1][C:2]1[CH:3]=[C:4]2[C:8](=[CH:9][CH:10]=1)[N:7]([S:11]([C:14]1[CH:19]=[CH:18][CH:17]=[CH:16][CH:15]=1)(=[O:13])=[O:12])[C:6]([C:20]([O:22][CH2:23][CH3:24])=[O:21])=[C:5]2[S:25]([N:36]1[CH2:41][CH2:40][O:39][CH2:38][CH2:37]1)(=[O:27])=[O:26]. (2) Given the reactants [NH2:1][N:2]1[C:11](=[O:12])[C:10]2[C:5](=[C:6]([O:23][CH3:24])[C:7]([N:14]3[CH2:18][CH:17]4[CH:19]([NH2:22])[CH2:20][CH2:21][CH:16]4[CH2:15]3)=[C:8]([F:13])[CH:9]=2)[N:4]([CH:25]2[CH2:27][CH2:26]2)[C:3]1=[O:28].C(N(CC)CC)C.[C:36](#[N:39])[CH:37]=[CH2:38], predict the reaction product. The product is: [NH2:1][N:2]1[C:11](=[O:12])[C:10]2[C:5](=[C:6]([O:23][CH3:24])[C:7]([N:14]3[CH2:18][CH:17]4[CH:19]([NH:22][CH2:38][CH2:37][C:36]#[N:39])[CH2:20][CH2:21][CH:16]4[CH2:15]3)=[C:8]([F:13])[CH:9]=2)[N:4]([CH:25]2[CH2:27][CH2:26]2)[C:3]1=[O:28].